The task is: Regression. Given two drug SMILES strings and cell line genomic features, predict the synergy score measuring deviation from expected non-interaction effect.. This data is from NCI-60 drug combinations with 297,098 pairs across 59 cell lines. (1) Drug 1: CC1=CC2C(CCC3(C2CCC3(C(=O)C)OC(=O)C)C)C4(C1=CC(=O)CC4)C. Drug 2: CC(C1=C(C=CC(=C1Cl)F)Cl)OC2=C(N=CC(=C2)C3=CN(N=C3)C4CCNCC4)N. Cell line: SK-MEL-5. Synergy scores: CSS=-9.50, Synergy_ZIP=8.27, Synergy_Bliss=7.27, Synergy_Loewe=1.34, Synergy_HSA=-3.32. (2) Drug 1: CCN(CC)CCNC(=O)C1=C(NC(=C1C)C=C2C3=C(C=CC(=C3)F)NC2=O)C. Drug 2: CC1C(C(CC(O1)OC2CC(CC3=C2C(=C4C(=C3O)C(=O)C5=C(C4=O)C(=CC=C5)OC)O)(C(=O)CO)O)N)O.Cl. Cell line: RPMI-8226. Synergy scores: CSS=30.5, Synergy_ZIP=-5.89, Synergy_Bliss=-9.49, Synergy_Loewe=-20.6, Synergy_HSA=-7.44. (3) Drug 1: CC1=C(C=C(C=C1)NC2=NC=CC(=N2)N(C)C3=CC4=NN(C(=C4C=C3)C)C)S(=O)(=O)N.Cl. Drug 2: COC1=CC(=CC(=C1O)OC)C2C3C(COC3=O)C(C4=CC5=C(C=C24)OCO5)OC6C(C(C7C(O6)COC(O7)C8=CC=CS8)O)O. Cell line: NCI-H522. Synergy scores: CSS=29.4, Synergy_ZIP=-6.63, Synergy_Bliss=-0.518, Synergy_Loewe=-33.8, Synergy_HSA=-0.253. (4) Drug 1: C1=NC(=NC(=O)N1C2C(C(C(O2)CO)O)O)N. Drug 2: C1C(C(OC1N2C=NC(=NC2=O)N)CO)O. Cell line: NCI-H226. Synergy scores: CSS=18.7, Synergy_ZIP=-6.28, Synergy_Bliss=-3.26, Synergy_Loewe=-1.20, Synergy_HSA=-1.29. (5) Drug 1: C1=C(C(=O)NC(=O)N1)F. Drug 2: CCCS(=O)(=O)NC1=C(C(=C(C=C1)F)C(=O)C2=CNC3=C2C=C(C=N3)C4=CC=C(C=C4)Cl)F. Cell line: CAKI-1. Synergy scores: CSS=27.4, Synergy_ZIP=5.77, Synergy_Bliss=4.18, Synergy_Loewe=4.06, Synergy_HSA=6.82.